From a dataset of Catalyst prediction with 721,799 reactions and 888 catalyst types from USPTO. Predict which catalyst facilitates the given reaction. (1) Reactant: [Cl:1][C:2]1[C:10]([CH3:11])=[C:9]([Cl:12])[CH:8]=[CH:7][C:3]=1[C:4]([OH:6])=[O:5].[CH:13]([Li])(CC)C.C=O.Cl. Product: [Cl:12][C:9]1[CH:8]=[C:7]2[C:3](=[C:2]([Cl:1])[C:10]=1[CH3:11])[C:4](=[O:6])[O:5][CH2:13]2. The catalyst class is: 1. (2) Reactant: [CH2:1]([O:3][C:4](=[O:22])[CH2:5][CH:6]1[CH2:11][CH2:10][N:9]([C:12]2[CH:17]=[CH:16][C:15]([Cl:18])=[CH:14][C:13]=2[N+:19]([O-])=O)[CH2:8][CH2:7]1)[CH3:2]. Product: [CH2:1]([O:3][C:4](=[O:22])[CH2:5][CH:6]1[CH2:11][CH2:10][N:9]([C:12]2[CH:17]=[CH:16][C:15]([Cl:18])=[CH:14][C:13]=2[NH2:19])[CH2:8][CH2:7]1)[CH3:2]. The catalyst class is: 29.